This data is from Full USPTO retrosynthesis dataset with 1.9M reactions from patents (1976-2016). The task is: Predict the reactants needed to synthesize the given product. (1) Given the product [C:1]([O:4][C@H:5]([CH3:25])[CH2:6][CH2:7][CH2:8][CH2:9][N:10]1[C:15](=[O:16])[C:14]2[C:17]([O:22][S:31]([C:30]([F:43])([F:42])[F:29])(=[O:33])=[O:32])=[CH:18][C:19]([CH3:21])=[N:20][C:13]=2[N:12]([CH3:23])[C:11]1=[O:24])(=[O:3])[CH3:2], predict the reactants needed to synthesize it. The reactants are: [C:1]([O:4][C@H:5]([CH3:25])[CH2:6][CH2:7][CH2:8][CH2:9][N:10]1[C:15](=[O:16])[C:14]2[C:17](=[O:22])[CH:18]=[C:19]([CH3:21])[NH:20][C:13]=2[N:12]([CH3:23])[C:11]1=[O:24])(=[O:3])[CH3:2].ClCCl.[F:29][C:30]([F:43])([F:42])[S:31](O[S:31]([C:30]([F:43])([F:42])[F:29])(=[O:33])=[O:32])(=[O:33])=[O:32]. (2) Given the product [CH3:17][C:15]1[C:12]([CH3:14])([CH3:13])[C:11]2[C:3](=[CH:4][CH:5]=[C:6]([C:7]([OH:9])=[O:8])[CH:10]=2)[N:1]=1, predict the reactants needed to synthesize it. The reactants are: [NH:1]([C:3]1[CH:11]=[CH:10][C:6]([C:7]([OH:9])=[O:8])=[CH:5][CH:4]=1)N.[CH:12]([C:15]([CH3:17])=O)([CH3:14])[CH3:13]. (3) Given the product [CH2:16]([N:12]1[C:13]2[C:9](=[CH:8][C:7]([C:5]([OH:6])=[O:4])=[CH:15][CH:14]=2)[CH:10]=[CH:11]1)[CH2:17][CH2:18][CH2:19][CH3:20], predict the reactants needed to synthesize it. The reactants are: [OH-].[Na+].C[O:4][C:5]([C:7]1[CH:8]=[C:9]2[C:13](=[CH:14][CH:15]=1)[N:12]([CH2:16][CH2:17][CH2:18][CH2:19][CH3:20])[CH:11]=[CH:10]2)=[O:6].Cl. (4) Given the product [F:20][C:21]1[CH:22]=[CH:23][C:24]([C:27]2[S:28][C:29]([CH2:7][C:6]3[CH:10]=[C:2]([I:1])[CH:3]=[CH:4][C:5]=3[CH3:11])=[CH:30][CH:31]=2)=[CH:25][CH:26]=1, predict the reactants needed to synthesize it. The reactants are: [I:1][C:2]1[CH:3]=[CH:4][C:5]([CH3:11])=[C:6]([CH:10]=1)[C:7](O)=O.S(Cl)(Cl)=O.[Cl-].[Al+3].[Cl-].[Cl-].[F:20][C:21]1[CH:26]=[CH:25][C:24]([C:27]2[S:28][CH:29]=[CH:30][CH:31]=2)=[CH:23][CH:22]=1.C[SiH2]O[Si](C)(C)C. (5) The reactants are: [F:1][C:2]1[CH:7]=[CH:6][CH:5]=[C:4]([F:8])[C:3]=1[CH:9]1[NH:14][C:13]2[CH:15]=[CH:16][C:17](B3OC(C)(C)C(C)(C)O3)=[CH:18][C:12]=2[O:11][CH2:10]1.Br[C:29]1[C:30]([CH3:41])=[CH:31][C:32]([C:35]2[N:36]=[N:37][N:38]([CH3:40])[N:39]=2)=[N:33][CH:34]=1. Given the product [F:8][C:4]1[CH:5]=[CH:6][CH:7]=[C:2]([F:1])[C:3]=1[CH:9]1[CH2:10][O:11][C:12]2[CH:18]=[C:17]([C:29]3[CH:34]=[N:33][C:32]([C:35]4[N:36]=[N:37][N:38]([CH3:40])[N:39]=4)=[CH:31][C:30]=3[CH3:41])[CH:16]=[CH:15][C:13]=2[NH:14]1, predict the reactants needed to synthesize it. (6) Given the product [ClH:34].[C:1]1([C:7]2[C:8](=[O:33])[NH:9][C:10](=[O:32])[N:11]([CH2:13][CH2:14][CH2:15][N:16]3[CH2:21][C@H:20]4[C@:18]([C:22]5[CH:23]=[CH:24][C:25]([C:28]([F:30])([F:31])[F:29])=[CH:26][CH:27]=5)([CH2:19]4)[CH2:17]3)[N:12]=2)[CH:2]=[CH:3][CH:4]=[CH:5][CH:6]=1, predict the reactants needed to synthesize it. The reactants are: [C:1]1([C:7]2[C:8](=[O:33])[NH:9][C:10](=[O:32])[N:11]([CH2:13][CH2:14][CH2:15][N:16]3[CH2:21][CH:20]4[C@:18]([C:22]5[CH:27]=[CH:26][C:25]([C:28]([F:31])([F:30])[F:29])=[CH:24][CH:23]=5)([CH2:19]4)[CH2:17]3)[N:12]=2)[CH:6]=[CH:5][CH:4]=[CH:3][CH:2]=1.[ClH:34]. (7) Given the product [Br:9][C:5]1[CH:6]=[C:7]([CH3:8])[C:2]2[N:3]([CH:10]=[CH:11][N:1]=2)[CH:4]=1, predict the reactants needed to synthesize it. The reactants are: [NH2:1][C:2]1[C:7]([CH3:8])=[CH:6][C:5]([Br:9])=[CH:4][N:3]=1.[CH2:10](OC(OCC)CBr)[CH3:11].Br.C([O-])(O)=O.[Na+]. (8) Given the product [Br:7][C:8]1[C:13]([O:14][CH:16]([F:21])[F:15])=[CH:12][CH:11]=[CH:10][N:9]=1, predict the reactants needed to synthesize it. The reactants are: C(=O)([O-])[O-].[K+].[K+].[Br:7][C:8]1[C:13]([OH:14])=[CH:12][CH:11]=[CH:10][N:9]=1.[F:15][C:16]([F:21])(Cl)C([O-])=O.[Na+].